This data is from Peptide-MHC class I binding affinity with 185,985 pairs from IEDB/IMGT. The task is: Regression. Given a peptide amino acid sequence and an MHC pseudo amino acid sequence, predict their binding affinity value. This is MHC class I binding data. (1) The peptide sequence is NPAWRKAVF. The MHC is Mamu-A2201 with pseudo-sequence Mamu-A2201. The binding affinity (normalized) is 0.315. (2) The peptide sequence is TPKKPNSAL. The MHC is HLA-B38:01 with pseudo-sequence HLA-B38:01. The binding affinity (normalized) is 0.0847. (3) The peptide sequence is LVAPHMAMM. The MHC is HLA-A02:01 with pseudo-sequence HLA-A02:01. The binding affinity (normalized) is 0.248. (4) The peptide sequence is YECTSRHFT. The MHC is HLA-B48:01 with pseudo-sequence HLA-B48:01. The binding affinity (normalized) is 0.0847. (5) The binding affinity (normalized) is 0.382. The peptide sequence is EIEPKLDGY. The MHC is HLA-A26:01 with pseudo-sequence HLA-A26:01. (6) The peptide sequence is VPAMFTAAL. The MHC is HLA-B39:01 with pseudo-sequence HLA-B39:01. The binding affinity (normalized) is 0.738.